From a dataset of Catalyst prediction with 721,799 reactions and 888 catalyst types from USPTO. Predict which catalyst facilitates the given reaction. Reactant: CC1C=C(N[C:10]2[N:15]=[C:14]([N:16]3[CH:20]=[C:19]([C:21]([O:23][CH2:24][CH3:25])=[O:22])[C:18]([CH3:26])=[N:17]3)[CH:13]=[CH:12][N:11]=2)C=C(C)C=1.C(=O)([O-])[O-].[K+].[K+].ClC1C=CN=[C:36]([S:40]C)N=1. Product: [CH3:26][C:18]1[C:19]([C:21]([O:23][CH2:24][CH3:25])=[O:22])=[CH:20][N:16]([C:14]2[CH:13]=[CH:12][N:11]=[C:10]([S:40][CH3:36])[N:15]=2)[N:17]=1. The catalyst class is: 115.